This data is from Forward reaction prediction with 1.9M reactions from USPTO patents (1976-2016). The task is: Predict the product of the given reaction. (1) Given the reactants [Cl:1][C:2]1[CH:7]=[C:6](I)[C:5]([C:9]([F:12])([F:11])[F:10])=[CH:4][N:3]=1.[NH2:13][C:14]1[N:15]=[C:16]([S:23][CH3:24])[S:17][C:18]=1[C:19]([O:21][CH3:22])=[O:20].CC1(C)C2C(=C(P(C3C=CC=CC=3)C3C=CC=CC=3)C=CC=2)OC2C(P(C3C=CC=CC=3)C3C=CC=CC=3)=CC=CC1=2.C(=O)([O-])[O-].[Cs+].[Cs+], predict the reaction product. The product is: [Cl:1][C:2]1[CH:7]=[C:6]([NH:13][C:14]2[N:15]=[C:16]([S:23][CH3:24])[S:17][C:18]=2[C:19]([O:21][CH3:22])=[O:20])[C:5]([C:9]([F:12])([F:11])[F:10])=[CH:4][N:3]=1. (2) Given the reactants O=C1C2C(=CC=CC=2)N=C(C(OCC)=O)N1.[C:17]([C:19]1[CH:20]=[C:21]2[C:26](=[CH:27][CH:28]=1)[N:25]=[C:24]([C:29]([O:31]CC)=O)[NH:23][C:22]2=[O:34])#[N:18].C1(C(C2C=CC=CC=2)(C2C=CC=CC=2)N2C=NC(CCCOC3C=C(CN)C=CN=3)=N2)C=CC=CC=1.C1(C(C2C=CC=CC=2)(C2C=CC=CC=2)[N:78]2[CH:82]=[N:81][C:80]([CH2:83][O:84][CH2:85][C:86]3[CH:87]=[C:88]([CH2:92][NH2:93])[CH:89]=[CH:90][CH:91]=3)=[N:79]2)C=CC=CC=1, predict the reaction product. The product is: [C:17]([C:19]1[CH:20]=[C:21]2[C:26](=[CH:27][CH:28]=1)[N:25]=[C:24]([C:29]([NH:93][CH2:92][C:88]1[CH:89]=[CH:90][CH:91]=[C:86]([CH2:85][O:84][CH2:83][C:80]3[N:81]=[CH:82][NH:78][N:79]=3)[CH:87]=1)=[O:31])[NH:23][C:22]2=[O:34])#[N:18]. (3) Given the reactants Br[C:2]1[CH:3]=[N:4][C:5]([O:8][C@H:9]2[CH:14]3[CH2:15][CH2:16][N:11]([CH2:12][CH2:13]3)[CH2:10]2)=[N:6][CH:7]=1.[NH:17]1[C:25]2[C:20](=[CH:21][C:22](B(O)O)=[CH:23][CH:24]=2)[CH:19]=[CH:18]1.N, predict the reaction product. The product is: [N:11]12[CH2:16][CH2:15][CH:14]([CH2:13][CH2:12]1)[C@H:9]([O:8][C:5]1[N:4]=[CH:3][C:2]([C:22]3[CH:21]=[C:20]4[C:25](=[CH:24][CH:23]=3)[NH:17][CH:18]=[CH:19]4)=[CH:7][N:6]=1)[CH2:10]2. (4) Given the reactants [I:1][CH:2]([CH3:4])[CH3:3].[N:5]1([C:10]2[C:15]3[O:16][C:17]4[C:22]([C:14]=3[CH:13]=[CH:12][CH:11]=2)=[CH:21][CH:20]=[C:19]([CH3:23])[N:18]=4)[CH:9]=[CH:8][N:7]=[CH:6]1, predict the reaction product. The product is: [I-:1].[CH:2]([N+:7]1[CH:8]=[CH:9][N:5]([C:10]2[C:15]3[O:16][C:17]4[C:22]([C:14]=3[CH:13]=[CH:12][CH:11]=2)=[CH:21][CH:20]=[C:19]([CH3:23])[N:18]=4)[CH:6]=1)([CH3:4])[CH3:3]. (5) The product is: [C:30]([O:29][C:28](=[O:34])[N:27]([CH3:35])[CH2:26][CH2:25][NH:24][C:20]1[N:21]=[CH:22][C:17]2[S:16][CH:15]=[C:14]([C:12](=[O:13])[NH:11][C:10]3[C:5]4[N:4]=[CH:3][N:2]([CH3:1])[C:6]=4[CH:7]=[CH:8][CH:9]=3)[C:18]=2[N:19]=1)([CH3:33])([CH3:32])[CH3:31]. Given the reactants [CH3:1][N:2]1[C:6]2[CH:7]=[CH:8][CH:9]=[C:10]([NH:11][C:12]([C:14]3[C:18]4[N:19]=[C:20](Cl)[N:21]=[CH:22][C:17]=4[S:16][CH:15]=3)=[O:13])[C:5]=2[N:4]=[CH:3]1.[NH2:24][CH2:25][CH2:26][N:27]([CH3:35])[C:28](=[O:34])[O:29][C:30]([CH3:33])([CH3:32])[CH3:31].C(N(C(C)C)CC)(C)C, predict the reaction product.